This data is from NCI-60 drug combinations with 297,098 pairs across 59 cell lines. The task is: Regression. Given two drug SMILES strings and cell line genomic features, predict the synergy score measuring deviation from expected non-interaction effect. (1) Drug 2: CC1C(C(CC(O1)OC2CC(CC3=C2C(=C4C(=C3O)C(=O)C5=CC=CC=C5C4=O)O)(C(=O)C)O)N)O. Cell line: SW-620. Drug 1: CC12CCC3C(C1CCC2=O)CC(=C)C4=CC(=O)C=CC34C. Synergy scores: CSS=41.9, Synergy_ZIP=4.00, Synergy_Bliss=5.12, Synergy_Loewe=-7.21, Synergy_HSA=5.17. (2) Drug 1: CC(CN1CC(=O)NC(=O)C1)N2CC(=O)NC(=O)C2. Drug 2: CC1CCC2CC(C(=CC=CC=CC(CC(C(=O)C(C(C(=CC(C(=O)CC(OC(=O)C3CCCCN3C(=O)C(=O)C1(O2)O)C(C)CC4CCC(C(C4)OC)OCCO)C)C)O)OC)C)C)C)OC. Cell line: NCI-H226. Synergy scores: CSS=17.6, Synergy_ZIP=-1.54, Synergy_Bliss=0.735, Synergy_Loewe=2.81, Synergy_HSA=3.92.